This data is from Reaction yield outcomes from USPTO patents with 853,638 reactions. The task is: Predict the reaction yield, written as a fraction of the theoretical maximum amount of product (1.0 means a 100% yield; for example, 0.34 means a 34% yield). (1) The reactants are [NH2:1][C:2]1[CH:10]=[C:6]([C:7]([OH:9])=[O:8])[C:5]([OH:11])=[CH:4][CH:3]=1.[F:12][C:13]1[CH:20]=[CH:19][C:16]([CH2:17]Br)=[CH:15][CH:14]=1. No catalyst specified. The product is [F:12][C:13]1[CH:20]=[CH:19][C:16]([CH2:17][NH:1][C:2]2[CH:10]=[C:6]([C:7]([OH:9])=[O:8])[C:5]([OH:11])=[CH:4][CH:3]=2)=[CH:15][CH:14]=1. The yield is 0.440. (2) The reactants are [Cl-].O[NH3+:3].[C:4](=[O:7])([O-])[OH:5].[Na+].CS(C)=O.[CH2:13]([C:17]1[N:18]=[C:19]([CH2:45][CH3:46])[N:20]([C:39]2[CH:44]=[CH:43][CH:42]=[CH:41][CH:40]=2)[C:21](=[O:38])[C:22]=1[CH2:23][C:24]1[CH:29]=[CH:28][C:27]([C:30]2[C:31]([C:36]#[N:37])=[CH:32][CH:33]=[CH:34][CH:35]=2)=[CH:26][CH:25]=1)[CH2:14][CH2:15][CH3:16]. The catalyst is C(OCC)(=O)C. The product is [CH2:13]([C:17]1[N:18]=[C:19]([CH2:45][CH3:46])[N:20]([C:39]2[CH:44]=[CH:43][CH:42]=[CH:41][CH:40]=2)[C:21](=[O:38])[C:22]=1[CH2:23][C:24]1[CH:29]=[CH:28][C:27]([C:30]2[CH:35]=[CH:34][CH:33]=[CH:32][C:31]=2[C:36]2[NH:3][C:4](=[O:7])[O:5][N:37]=2)=[CH:26][CH:25]=1)[CH2:14][CH2:15][CH3:16]. The yield is 0.600. (3) The reactants are [CH3:1][NH:2][CH2:3][C:4]1[CH:9]=[CH:8][CH:7]=[CH:6][CH:5]=1.C(=O)([O-])[O-].[K+].[K+].CC(N(C)C)=O.I[CH2:23][C:24]1([CH3:36])[CH2:28][C:27]2[C:29]([CH3:35])=[CH:30][C:31]([CH3:34])=[C:32]([CH3:33])[C:26]=2[O:25]1. The catalyst is C(OCC)(=O)C.O. The product is [CH3:1][N:2]([CH2:23][C:24]1([CH3:36])[CH2:28][C:27]2[C:29]([CH3:35])=[CH:30][C:31]([CH3:34])=[C:32]([CH3:33])[C:26]=2[O:25]1)[CH2:3][C:4]1[CH:9]=[CH:8][CH:7]=[CH:6][CH:5]=1. The yield is 0.750. (4) The reactants are [CH3:1][O-:2].[Na+].[Br:4][C:5]1[C:13]2[C:8](=[N:9][CH:10]=[N:11][C:12]=2Cl)[N:7]([CH2:15][O:16][CH2:17][CH2:18][Si:19]([CH3:22])([CH3:21])[CH3:20])[N:6]=1. The catalyst is CO. The product is [Br:4][C:5]1[C:13]2[C:8](=[N:9][CH:10]=[N:11][C:12]=2[O:2][CH3:1])[N:7]([CH2:15][O:16][CH2:17][CH2:18][Si:19]([CH3:22])([CH3:21])[CH3:20])[N:6]=1. The yield is 0.770. (5) The product is [CH:15]([N:18]1[CH2:23][CH2:22][N:21]([C:8]([C:7]2[CH:6]=[CH:5][C:4]([C:1](=[O:3])[CH3:2])=[CH:12][CH:11]=2)=[O:10])[CH2:20][CH2:19]1)([CH3:17])[CH3:16]. The yield is 0.790. The catalyst is CN(C=O)C. The reactants are [C:1]([C:4]1[CH:12]=[CH:11][C:7]([C:8]([OH:10])=O)=[CH:6][CH:5]=1)(=[O:3])[CH3:2].Cl.Cl.[CH:15]([N:18]1[CH2:23][CH2:22][NH:21][CH2:20][CH2:19]1)([CH3:17])[CH3:16].CN1CCOCC1.ON1C2C=CC=CC=2N=N1.Cl.CN(C)CCCN=C=NCC. (6) The reactants are [Li+].[OH-].[CH2:3]([O:10][N:11]1[C:17](=[O:18])[N:16]2[CH2:19][C@H:12]1[CH2:13][CH2:14][C@H:15]2[C:20]([O:22]CC)=[O:21])[C:4]1[CH:9]=[CH:8][CH:7]=[CH:6][CH:5]=1. The catalyst is C1COCC1.O. The product is [CH2:3]([O:10][N:11]1[C:17](=[O:18])[N:16]2[CH2:19][C@H:12]1[CH2:13][CH2:14][C@H:15]2[C:20]([OH:22])=[O:21])[C:4]1[CH:9]=[CH:8][CH:7]=[CH:6][CH:5]=1. The yield is 0.777. (7) The reactants are [NH2:1][C:2]1[CH:9]=[CH:8][C:7]([O:10][CH:11]([CH3:13])[CH3:12])=[CH:6][C:3]=1[C:4]#[N:5].[N:14]([O-])=O.[Na+]. The catalyst is Cl.O. The product is [CH:11]([O:10][C:7]1[CH:6]=[C:3]2[C:2](=[CH:9][CH:8]=1)[NH:1][N:5]=[C:4]2[NH2:14])([CH3:13])[CH3:12]. The yield is 0.640. (8) The reactants are [F:1][C:2]1[CH:3]=[CH:4][C:5]([C:12]2[NH:16][N:15]=[CH:14][CH:13]=2)=[C:6]([CH:11]=1)[C:7]([O:9]C)=[O:8].[Li+].[OH-]. The catalyst is CCO. The product is [F:1][C:2]1[CH:3]=[CH:4][C:5]([C:12]2[NH:16][N:15]=[CH:14][CH:13]=2)=[C:6]([CH:11]=1)[C:7]([OH:9])=[O:8]. The yield is 0.440. (9) The yield is 0.800. The product is [CH2:11]([N:1]1[CH2:6][CH2:5][CH2:4][C@H:3]([NH:7][C:8](=[O:10])[CH3:9])[CH2:2]1)[CH3:12]. The reactants are [NH:1]1[CH2:6][CH2:5][CH2:4][C@H:3]([NH:7][C:8](=[O:10])[CH3:9])[CH2:2]1.[CH:11](=O)[CH3:12]. The catalyst is C(Cl)Cl.